From a dataset of Reaction yield outcomes from USPTO patents with 853,638 reactions. Predict the reaction yield, written as a fraction of the theoretical maximum amount of product (1.0 means a 100% yield; for example, 0.34 means a 34% yield). (1) The reactants are [CH3:1][CH:2]([CH3:9])[C@H:3]([NH:7][CH3:8])[C:4]([OH:6])=[O:5].[OH-].[Na+].C(=O)([O-])[O-].[Na+].[Na+].Cl[C:19]([O:21][CH3:22])=[O:20]. No catalyst specified. The product is [CH3:22][O:21][C:19]([N:7]([CH3:8])[C@@H:3]([CH:2]([CH3:9])[CH3:1])[C:4]([OH:6])=[O:5])=[O:20]. The yield is 0.710. (2) The reactants are C1(O[C:8](=[O:27])[NH:9][C:10]2[S:11][C:12]3[C:18]([N:19]4[CH2:24][CH2:23][O:22][CH2:21][CH2:20]4)=[CH:17][CH:16]=[C:15]([O:25][CH3:26])[C:13]=3[N:14]=2)C=CC=CC=1.C(N(C(C)C)C(C)C)C.[OH:37][C:38]1([CH3:44])[CH2:43][CH2:42][NH:41][CH2:40][CH2:39]1. The catalyst is ClC(Cl)Cl.O1CCCC1. The product is [CH3:26][O:25][C:15]1[C:13]2[N:14]=[C:10]([NH:9][C:8]([N:41]3[CH2:42][CH2:43][C:38]([OH:37])([CH3:44])[CH2:39][CH2:40]3)=[O:27])[S:11][C:12]=2[C:18]([N:19]2[CH2:20][CH2:21][O:22][CH2:23][CH2:24]2)=[CH:17][CH:16]=1. The yield is 0.780. (3) The reactants are Br[C:2]1[CH:3]=[C:4]2[C:8](=[C:9]([CH3:11])[CH:10]=1)[C:7](=[O:12])[N:6]([CH2:13][C:14]1[CH:19]=[CH:18][C:17]([Cl:20])=[CH:16][CH:15]=1)[CH2:5]2.[C-:21]#[N:22].[Na+].CCCCCC.CCOC(C)=O. The catalyst is C(#N)C.C1C=CC([P]([Pd]([P](C2C=CC=CC=2)(C2C=CC=CC=2)C2C=CC=CC=2)([P](C2C=CC=CC=2)(C2C=CC=CC=2)C2C=CC=CC=2)[P](C2C=CC=CC=2)(C2C=CC=CC=2)C2C=CC=CC=2)(C2C=CC=CC=2)C2C=CC=CC=2)=CC=1.[Cu]I. The product is [CH3:11][C:9]1[CH:10]=[C:2]([C:21]#[N:22])[CH:3]=[C:4]2[C:8]=1[C:7](=[O:12])[N:6]([CH2:13][C:14]1[CH:19]=[CH:18][C:17]([Cl:20])=[CH:16][CH:15]=1)[CH2:5]2. The yield is 0.540.